Predict the reactants needed to synthesize the given product. From a dataset of Full USPTO retrosynthesis dataset with 1.9M reactions from patents (1976-2016). (1) Given the product [N:15]1([C:2]2[CH:3]=[CH:4][C:5]3[C@H:10]([CH2:11][CH2:12][OH:13])[O:9][CH2:8][CH2:7][C:6]=3[CH:14]=2)[CH:19]=[CH:18][CH:17]=[N:16]1, predict the reactants needed to synthesize it. The reactants are: Br[C:2]1[CH:3]=[CH:4][C:5]2[C@H:10]([CH2:11][CH2:12][OH:13])[O:9][CH2:8][CH2:7][C:6]=2[CH:14]=1.[NH:15]1[CH:19]=[CH:18][CH:17]=[N:16]1.C(=O)([O-])[O-].[K+].[K+]. (2) Given the product [O:1]1[CH2:6][CH2:5][N:4]([C:7]2[CH:12]=[CH:11][C:10]([NH:13][C:14]3[N:15]=[C:16]([O-:25])[C:17]([C:20]([O-:22])=[O:21])=[CH:18][N:19]=3)=[CH:9][CH:8]=2)[CH2:3][CH2:2]1.[Na+:27].[Na+:27], predict the reactants needed to synthesize it. The reactants are: [O:1]1[CH2:6][CH2:5][N:4]([C:7]2[CH:12]=[CH:11][C:10]([NH:13][C:14]3[NH:15][C:16](=[O:25])[C:17]([C:20]([O:22]CC)=[O:21])=[CH:18][N:19]=3)=[CH:9][CH:8]=2)[CH2:3][CH2:2]1.[OH-].[Na+:27]. (3) Given the product [O:3]1[CH2:8][CH2:7][CH:6]([O:9][C:20]([N:22]2[CH2:23][CH2:24][CH:25]([N:28]([CH:42]3[CH2:44][CH2:43]3)[C:29](=[O:41])[C:30]3[CH:31]=[CH:32][C:33]([C:36]4[O:40][CH:39]=[N:38][CH:37]=4)=[CH:34][CH:35]=3)[CH2:26][CH2:27]2)=[O:19])[CH2:5][CH2:4]1, predict the reactants needed to synthesize it. The reactants are: [H-].[Na+].[O:3]1[CH2:8][CH2:7][CH:6]([OH:9])[CH2:5][CH2:4]1.[N+](C1C=CC([O:19][C:20]([N:22]2[CH2:27][CH2:26][CH:25]([N:28]([CH:42]3[CH2:44][CH2:43]3)[C:29](=[O:41])[C:30]3[CH:35]=[CH:34][C:33]([C:36]4[O:40][CH:39]=[N:38][CH:37]=4)=[CH:32][CH:31]=3)[CH2:24][CH2:23]2)=O)=CC=1)([O-])=O.C([O-])([O-])=O.[K+].[K+]. (4) Given the product [NH:22]1[C:18]2=[N:19][CH:20]=[CH:21][C:16]([O:12][C:6]3[CH:7]=[C:8]4[C:3](=[CH:4][CH:5]=3)[C:2]([NH2:1])=[CH:11][CH:10]=[CH:9]4)=[C:17]2[CH:24]=[N:23]1, predict the reactants needed to synthesize it. The reactants are: [NH2:1][C:2]1[CH:11]=[CH:10][CH:9]=[C:8]2[C:3]=1[CH:4]=[CH:5][C:6]([OH:12])=[CH:7]2.[H-].[Na+].I[C:16]1[CH:21]=[CH:20][N:19]=[C:18]2[NH:22][N:23]=[CH:24][C:17]=12.